From a dataset of Reaction yield outcomes from USPTO patents with 853,638 reactions. Predict the reaction yield, written as a fraction of the theoretical maximum amount of product (1.0 means a 100% yield; for example, 0.34 means a 34% yield). The reactants are [CH:1]1([C:6]2[NH:10][N:9]=[C:8]([NH2:11])[CH:7]=2)[CH2:5][CH2:4][CH2:3][CH2:2]1.[Cl:12][C:13]1[N:18]=[C:17](Cl)[CH:16]=[C:15]([CH3:20])[N:14]=1.O.CC([O-])=O.[K+]. The catalyst is C1COCC1. The product is [Cl:12][C:13]1[N:18]=[C:17]([NH:11][C:8]2[CH:7]=[C:6]([CH:1]3[CH2:2][CH2:3][CH2:4][CH2:5]3)[NH:10][N:9]=2)[CH:16]=[C:15]([CH3:20])[N:14]=1. The yield is 0.610.